This data is from Forward reaction prediction with 1.9M reactions from USPTO patents (1976-2016). The task is: Predict the product of the given reaction. Given the reactants [CH2:1]([N:8]1[C:16]2[C:11](=[CH:12][CH:13]=[CH:14][C:15]=2[C:17]2[CH:22]=[CH:21][C:20]([O:23][C:24]([F:27])([F:26])[F:25])=[CH:19][CH:18]=2)[CH:10]=[CH:9]1)[C:2]1[CH:7]=[CH:6][CH:5]=[CH:4][CH:3]=1.[C:28](Cl)(=[O:32])[C:29](Cl)=[O:30].[CH2:34]([OH:36])[CH3:35], predict the reaction product. The product is: [CH2:1]([N:8]1[C:16]2[C:11](=[CH:12][CH:13]=[CH:14][C:15]=2[C:17]2[CH:22]=[CH:21][C:20]([O:23][C:24]([F:27])([F:25])[F:26])=[CH:19][CH:18]=2)[C:10]([C:28](=[O:32])[C:29]([O:36][CH2:34][CH3:35])=[O:30])=[CH:9]1)[C:2]1[CH:3]=[CH:4][CH:5]=[CH:6][CH:7]=1.